This data is from Retrosynthesis with 50K atom-mapped reactions and 10 reaction types from USPTO. The task is: Predict the reactants needed to synthesize the given product. (1) Given the product CCOC(=O)CCCCCCn1c(C)cc2c1CC(C)(C)CC2=O, predict the reactants needed to synthesize it. The reactants are: CCOC(=O)CCCCCCBr.Cc1cc2c([nH]1)CC(C)(C)CC2=O. (2) Given the product COc1cc(C(=O)NCc2ccc(-c3noc(C)n3)cc2NCC(=O)O)cc(OC)c1C, predict the reactants needed to synthesize it. The reactants are: COc1cc(C(=O)NCc2ccc(-c3noc(C)n3)cc2NCC(=O)OCc2ccccc2)cc(OC)c1C. (3) Given the product NCC1(N2CCN(C3CC3)CC2)CCN(Cc2ccccc2)CC1, predict the reactants needed to synthesize it. The reactants are: N#CC1(N2CCN(C3CC3)CC2)CCN(Cc2ccccc2)CC1. (4) Given the product CNC(=S)NCCNC(=O)c1c(O)c2ncc(Cc3ccc(F)cc3)cc2n(C)c1=O, predict the reactants needed to synthesize it. The reactants are: CCOC(=O)c1c(O)c2ncc(Cc3ccc(F)cc3)cc2n(C)c1=O.CNC(=S)NCCN. (5) Given the product C[C@H](Nc1cncc(-c2cn(S(=O)(=O)c3ccccc3)c3ncc(Cl)cc23)n1)C(=O)NCC(F)(F)F, predict the reactants needed to synthesize it. The reactants are: C[C@H](Nc1cncc(-c2cn(S(=O)(=O)c3ccccc3)c3ncc(Cl)cc23)n1)C(=O)O.NCC(F)(F)F.